From a dataset of Forward reaction prediction with 1.9M reactions from USPTO patents (1976-2016). Predict the product of the given reaction. Given the reactants [Cl:1][C:2]1[CH:3]=[C:4]([C@@H:8]2[C@@H:13]([C:14]3[CH:19]=[CH:18][C:17]([Cl:20])=[CH:16][CH:15]=3)[N:12]([CH2:21][C:22]3[CH:27]=[CH:26][C:25]([O:28][CH3:29])=[CH:24][C:23]=3[O:30][CH3:31])[C:11](=[O:32])[CH2:10][CH2:9]2)[CH:5]=[CH:6][CH:7]=1.IC.[Li+].[CH3:36][Si]([N-][Si](C)(C)C)(C)C, predict the reaction product. The product is: [Cl:1][C:2]1[CH:3]=[C:4]([C@@H:8]2[C@@H:13]([C:14]3[CH:15]=[CH:16][C:17]([Cl:20])=[CH:18][CH:19]=3)[N:12]([CH2:21][C:22]3[CH:27]=[CH:26][C:25]([O:28][CH3:29])=[CH:24][C:23]=3[O:30][CH3:31])[C:11](=[O:32])[CH:10]([CH3:36])[CH2:9]2)[CH:5]=[CH:6][CH:7]=1.